Dataset: Forward reaction prediction with 1.9M reactions from USPTO patents (1976-2016). Task: Predict the product of the given reaction. (1) Given the reactants Cl.FC1C=C(C=CC=1)CN1C=C(C2C3C(=NC=C(C4C=CC(C5CCNCC5)=CC=4)C=3)N(S(C3C=CC(C)=CC=3)(=O)=O)C=2)C=N1.[CH:46]1([C:49]([N:51]2[CH2:56][CH2:55][N:54]([C:57]3[CH:62]=[CH:61][C:60]([C:63]4[CH:64]=[C:65]5[C:71]([C:72]6[CH:73]=[N:74][N:75]([CH2:77][C:78]7[CH:83]=[CH:82][CH:81]=[C:80]([F:84])[CH:79]=7)[CH:76]=6)=[CH:70][N:69](S(C6C=CC(C)=CC=6)(=O)=O)[C:66]5=[N:67][CH:68]=4)=[CH:59][N:58]=3)[CH2:53][CH2:52]2)=[O:50])[CH2:48][CH2:47]1.[OH-].[Li+], predict the reaction product. The product is: [CH:46]1([C:49]([N:51]2[CH2:56][CH2:55][N:54]([C:57]3[CH:62]=[CH:61][C:60]([C:63]4[CH:64]=[C:65]5[C:71]([C:72]6[CH:73]=[N:74][N:75]([CH2:77][C:78]7[CH:83]=[CH:82][CH:81]=[C:80]([F:84])[CH:79]=7)[CH:76]=6)=[CH:70][NH:69][C:66]5=[N:67][CH:68]=4)=[CH:59][N:58]=3)[CH2:53][CH2:52]2)=[O:50])[CH2:48][CH2:47]1. (2) Given the reactants Br[C:2]1[CH:3]=[C:4]([NH:10][C:11]2[CH:16]=[CH:15][C:14]([O:17][CH:18]3[CH2:21][N:20]([CH3:22])[CH2:19]3)=[CH:13][N:12]=2)[C:5](=[O:9])[N:6]([CH3:8])[CH:7]=1.[C:23]([O:26][CH2:27][C:28]1[C:29]([N:43]2[CH2:55][CH2:54][N:46]3[C:47]4[CH2:48][CH2:49][CH2:50][CH2:51][C:52]=4[CH:53]=[C:45]3[C:44]2=[O:56])=[N:30][CH:31]=[CH:32][C:33]=1B1OC(C)(C)C(C)(C)O1)(=[O:25])[CH3:24].[O-]P([O-])([O-])=O.[K+].[K+].[K+].O.O.O.C([O-])(=O)C.[Na+], predict the reaction product. The product is: [C:23]([O:26][CH2:27][C:28]1[C:29]([N:43]2[CH2:55][CH2:54][N:46]3[C:47]4[CH2:48][CH2:49][CH2:50][CH2:51][C:52]=4[CH:53]=[C:45]3[C:44]2=[O:56])=[N:30][CH:31]=[CH:32][C:33]=1[C:2]1[CH:3]=[C:4]([NH:10][C:11]2[CH:16]=[CH:15][C:14]([O:17][CH:18]3[CH2:21][N:20]([CH3:22])[CH2:19]3)=[CH:13][N:12]=2)[C:5](=[O:9])[N:6]([CH3:8])[CH:7]=1)(=[O:25])[CH3:24]. (3) The product is: [N+:1]([C:4]1[CH:12]=[CH:11][C:7]2[CH2:8][CH2:9][O:10][C:6]=2[CH:5]=1)([O-:3])=[O:2]. Given the reactants [N+:1]([C:4]1[C:12](N)=[CH:11][C:7]2[CH2:8][CH2:9][O:10][C:6]=2[CH:5]=1)([O-:3])=[O:2].OS(O)(=O)=O.N([O-])=O.[Na+].P(=O)O, predict the reaction product. (4) Given the reactants [NH2:1][C:2]1[CH:26]=[N:25][C:5]2[O:6][C@@H:7]([CH2:20][NH:21][C:22](=[O:24])[CH3:23])[CH2:8][N:9]([S:10]([C:13]3[CH:14]=[C:15]([CH3:19])[CH:16]=[CH:17][CH:18]=3)(=[O:12])=[O:11])[C:4]=2[CH:3]=1.[C:27]1([C@H:33]([CH3:37])[C:34](O)=[O:35])[CH:32]=[CH:31][CH:30]=[CH:29][CH:28]=1.C(N(CC)C(C)C)(C)C.F[P-](F)(F)(F)(F)F.N1(OC(N(C)C)=[N+](C)C)C2N=CC=CC=2N=N1, predict the reaction product. The product is: [C:22]([NH:21][CH2:20][C@@H:7]1[O:6][C:5]2[N:25]=[CH:26][C:2]([NH:1][C:34](=[O:35])[C@H:33]([C:27]3[CH:32]=[CH:31][CH:30]=[CH:29][CH:28]=3)[CH3:37])=[CH:3][C:4]=2[N:9]([S:10]([C:13]2[CH:14]=[C:15]([CH3:19])[CH:16]=[CH:17][CH:18]=2)(=[O:12])=[O:11])[CH2:8]1)(=[O:24])[CH3:23].